This data is from Catalyst prediction with 721,799 reactions and 888 catalyst types from USPTO. The task is: Predict which catalyst facilitates the given reaction. (1) Reactant: [Cl:1][C:2]1[C:7]([CH:8]=O)=[C:6]([F:10])[C:5]([CH3:11])=[CH:4][CH:3]=1.S([O-])(OCCCCCCCCCCCC)(=O)=O.[Na+].C(OI(C1C=CC=CC=1)OC(=O)C)(=O)C.C([O-])(=O)C.[NH4+:49]. Product: [Cl:1][C:2]1[C:7]([C:8]#[N:49])=[C:6]([F:10])[C:5]([CH3:11])=[CH:4][CH:3]=1. The catalyst class is: 6. (2) Reactant: [CH2:1]([O:8][C:9]1[CH:10]=[C:11]2[C:15](=[CH:16][CH:17]=1)[NH:14][C:13]([C:18]([O:20][CH2:21][CH3:22])=[O:19])=[C:12]2[Br:23])[C:2]1[CH:7]=[CH:6][CH:5]=[CH:4][CH:3]=1.[H-].[Na+].[F:26][C:27]1[CH:34]=[CH:33][C:30]([CH2:31]Br)=[CH:29][CH:28]=1. The catalyst class is: 9. Product: [CH2:1]([O:8][C:9]1[CH:10]=[C:11]2[C:15](=[CH:16][CH:17]=1)[N:14]([CH2:31][C:30]1[CH:33]=[CH:34][C:27]([F:26])=[CH:28][CH:29]=1)[C:13]([C:18]([O:20][CH2:21][CH3:22])=[O:19])=[C:12]2[Br:23])[C:2]1[CH:3]=[CH:4][CH:5]=[CH:6][CH:7]=1. (3) Reactant: [CH3:1][O:2][C:3](=[O:16])[C:4]1[CH:9]=[C:8]([N+:10]([O-])=O)[C:7]([NH2:13])=[C:6]([F:14])[C:5]=1[F:15]. Product: [CH3:1][O:2][C:3](=[O:16])[C:4]1[CH:9]=[C:8]([NH2:10])[C:7]([NH2:13])=[C:6]([F:14])[C:5]=1[F:15]. The catalyst class is: 867. (4) Reactant: [CH3:1][C:2]1[CH:7]=[CH:6][C:5](Br)=[CH:4][C:3]=1[C:9]1[CH:14]=[CH:13][CH:12]=[CH:11][CH:10]=1.C([Li])(C)(C)C.FC(F)(F)C([N:24]1[CH2:30][CH2:29][C:28]2[CH:31]=[CH:32][C:33]([S:35](F)(=[O:37])=[O:36])=[CH:34][C:27]=2[CH2:26][CH2:25]1)=O.O. Product: [CH3:1][C:2]1[C:3]([C:9]2[CH:14]=[CH:13][CH:12]=[CH:11][CH:10]=2)=[CH:4][C:5]([S:35]([C:33]2[CH:32]=[CH:31][C:28]3[CH2:29][CH2:30][NH:24][CH2:25][CH2:26][C:27]=3[CH:34]=2)(=[O:36])=[O:37])=[CH:6][CH:7]=1. The catalyst class is: 56.